From a dataset of Catalyst prediction with 721,799 reactions and 888 catalyst types from USPTO. Predict which catalyst facilitates the given reaction. (1) Reactant: O[NH:2][C:3](=[NH:14])[CH2:4][C:5]1[CH:10]=[CH:9][C:8]([N+:11]([O-:13])=[O:12])=[CH:7][CH:6]=1.[C:15]([O:19][CH3:20])(=[O:18])[C:16]#[CH:17]. Product: [N+:11]([C:8]1[CH:9]=[CH:10][C:5]([CH2:4][C:3]2[NH:14][CH:17]=[C:16]([C:15]([O:19][CH3:20])=[O:18])[N:2]=2)=[CH:6][CH:7]=1)([O-:13])=[O:12]. The catalyst class is: 14. (2) Reactant: [Br:1][C:2]1[C:3]([N:12]2[CH2:17][CH2:16][N:15]([CH2:18][C:19]3[CH:24]=[CH:23][N:22]=[CH:21][CH:20]=3)[CH2:14][CH2:13]2)=[C:4]([N+:9]([O-])=O)[C:5]([NH2:8])=[N:6][CH:7]=1.[CH3:25][O:26][C:27]1[CH:34]=[CH:33][C:30]([CH:31]=O)=[CH:29][CH:28]=1.[O-]S(S([O-])=O)=O.[Na+].[Na+]. Product: [Br:1][C:2]1[C:3]([N:12]2[CH2:17][CH2:16][N:15]([CH2:18][C:19]3[CH:24]=[CH:23][N:22]=[CH:21][CH:20]=3)[CH2:14][CH2:13]2)=[C:4]2[N:9]=[C:31]([C:30]3[CH:33]=[CH:34][C:27]([O:26][CH3:25])=[CH:28][CH:29]=3)[NH:8][C:5]2=[N:6][CH:7]=1. The catalyst class is: 8.